Dataset: HIV replication inhibition screening data with 41,000+ compounds from the AIDS Antiviral Screen. Task: Binary Classification. Given a drug SMILES string, predict its activity (active/inactive) in a high-throughput screening assay against a specified biological target. (1) The molecule is CC1(C)CC(=O)C2=C(C1)Nc1ccc(Cl)cc1NC2c1ccccc1. The result is 0 (inactive). (2) The compound is COc1ccc(C2CC3(c4ccccc4)ON=C(c4ccccc4)N3c3ccccc3S2)cc1. The result is 0 (inactive).